This data is from Catalyst prediction with 721,799 reactions and 888 catalyst types from USPTO. The task is: Predict which catalyst facilitates the given reaction. Reactant: [NH2:1][C:2]1[C:9]([O:10][CH2:11][CH2:12][C:13]2[CH:18]=[CH:17][CH:16]=[CH:15][N:14]=2)=[CH:8][C:7]([OH:19])=[CH:6][C:3]=1[C:4]#[N:5].C(P(CCCC)CCCC)CCC.[CH3:33][O:34][CH2:35][C@H:36](O)[CH3:37].N(C(N1CCCCC1)=O)=NC(N1CCCCC1)=O. Product: [NH2:1][C:2]1[C:9]([O:10][CH2:11][CH2:12][C:13]2[CH:18]=[CH:17][CH:16]=[CH:15][N:14]=2)=[CH:8][C:7]([O:19][C@@H:36]([CH3:37])[CH2:35][O:34][CH3:33])=[CH:6][C:3]=1[C:4]#[N:5]. The catalyst class is: 7.